From a dataset of Forward reaction prediction with 1.9M reactions from USPTO patents (1976-2016). Predict the product of the given reaction. Given the reactants [CH2:1]([OH:8])[C:2]1[CH:7]=[CH:6][CH:5]=[CH:4][CH:3]=1.Cl[S:10]([N:13]=[C:14]=[O:15])(=[O:12])=[O:11].[O:16]1[CH2:20][CH2:19][CH2:18][CH:17]1[CH2:21][NH2:22].Cl, predict the reaction product. The product is: [O:16]1[CH2:20][CH2:19][CH2:18][CH:17]1[CH2:21][NH:22][S:10]([NH:13][C:14](=[O:15])[O:8][CH2:1][C:2]1[CH:7]=[CH:6][CH:5]=[CH:4][CH:3]=1)(=[O:12])=[O:11].